This data is from Full USPTO retrosynthesis dataset with 1.9M reactions from patents (1976-2016). The task is: Predict the reactants needed to synthesize the given product. (1) Given the product [NH2:9][C:3]1[C:2]([F:1])=[CH:7][N:6]([CH2:17][C:18]([O:20][CH2:21][CH3:22])=[O:19])[C:5](=[O:8])[N:4]=1, predict the reactants needed to synthesize it. The reactants are: [F:1][C:2]1[C:3]([NH2:9])=[N:4][C:5](=[O:8])[NH:6][CH:7]=1.C(=O)([O-])[O-].[K+].[K+].Br[CH2:17][C:18]([O:20][CH2:21][CH3:22])=[O:19]. (2) Given the product [CH3:5][C:6]1[NH:7][C:8]([N+:1]([O-:4])=[O:2])=[C:9]([CH3:14])[C:10]=1[C:11](=[O:13])[CH3:12], predict the reactants needed to synthesize it. The reactants are: [N+:1]([O-:4])(O)=[O:2].[CH3:5][C:6]1[NH:7][CH:8]=[C:9]([CH3:14])[C:10]=1[C:11](=[O:13])[CH3:12]. (3) Given the product [C:62]1([CH3:72])[CH:63]=[CH:64][C:65]([S:68]([OH:71])(=[O:69])=[O:70])=[CH:66][CH:67]=1.[CH2:1]([N:3]1[C:7]2=[N:8][C:9]([CH2:59][CH3:60])=[C:10]([CH2:19][NH:20][C:21]([C:23]3[CH:24]=[CH:25][C:26]([C:29]4[CH:34]=[CH:33][C:32]([C:35]([NH:37][CH2:38][C:39]5[C:40]([NH:52][CH:53]6[CH2:54][CH2:55][O:56][CH2:57][CH2:58]6)=[C:41]6[CH:49]=[N:48][N:47]([CH2:50][CH3:51])[C:42]6=[N:43][C:44]=5[CH2:45][CH3:46])=[O:36])=[CH:31][CH:30]=4)=[CH:27][CH:28]=3)=[O:22])[C:11]([NH:12][CH:13]3[CH2:14][CH2:15][O:16][CH2:17][CH2:18]3)=[C:6]2[CH:5]=[N:4]1)[CH3:2], predict the reactants needed to synthesize it. The reactants are: [CH2:1]([N:3]1[C:7]2=[N:8][C:9]([CH2:59][CH3:60])=[C:10]([CH2:19][NH:20][C:21]([C:23]3[CH:28]=[CH:27][C:26]([C:29]4[CH:34]=[CH:33][C:32]([C:35]([NH:37][CH2:38][C:39]5[C:40]([NH:52][CH:53]6[CH2:58][CH2:57][O:56][CH2:55][CH2:54]6)=[C:41]6[CH:49]=[N:48][N:47]([CH2:50][CH3:51])[C:42]6=[N:43][C:44]=5[CH2:45][CH3:46])=[O:36])=[CH:31][CH:30]=4)=[CH:25][CH:24]=3)=[O:22])[C:11]([NH:12][CH:13]3[CH2:18][CH2:17][O:16][CH2:15][CH2:14]3)=[C:6]2[CH:5]=[N:4]1)[CH3:2].O.[C:62]1([CH3:72])[CH:67]=[CH:66][C:65]([S:68]([OH:71])(=[O:70])=[O:69])=[CH:64][CH:63]=1.C1(C)C=CC(S(O)(=O)=O)=CC=1. (4) Given the product [Br:12][C:10]1[CH:9]=[C:8]([CH3:13])[N:7]=[C:6]([C:4]([OH:5])=[O:3])[CH:11]=1, predict the reactants needed to synthesize it. The reactants are: C([O:3][C:4]([C:6]1[CH:11]=[C:10]([Br:12])[CH:9]=[C:8]([CH3:13])[N:7]=1)=[O:5])C. (5) The reactants are: [C:1]([O:5][C:6]([N:8]([CH2:20][C:21]1[CH:29]=[CH:28][C:24]([C:25]([OH:27])=[O:26])=[CH:23][CH:22]=1)[CH2:9][C:10]1[CH:15]=[CH:14][C:13]([C:16]([F:19])([F:18])[F:17])=[CH:12][CH:11]=1)=[O:7])([CH3:4])([CH3:3])[CH3:2].O[NH:31][C:32](=[NH:44])[CH2:33][CH2:34][CH2:35][CH2:36][CH2:37][CH2:38][CH2:39][CH2:40][CH2:41][CH2:42][CH3:43].C(Cl)CCl. Given the product [C:32]([NH:44][O:26][C:25]([C:24]1[CH:23]=[CH:22][C:21]([CH2:20][N:8]([CH2:9][C:10]2[CH:15]=[CH:14][C:13]([C:16]([F:19])([F:18])[F:17])=[CH:12][CH:11]=2)[C:6](=[O:7])[O:5][C:1]([CH3:4])([CH3:2])[CH3:3])=[CH:29][CH:28]=1)=[O:27])(=[NH:31])[CH2:33][CH2:34][CH2:35][CH2:36][CH2:37][CH2:38][CH2:39][CH2:40][CH2:41][CH2:42][CH3:43], predict the reactants needed to synthesize it.